Dataset: Catalyst prediction with 721,799 reactions and 888 catalyst types from USPTO. Task: Predict which catalyst facilitates the given reaction. (1) Reactant: [F:1][C:2]1[C:7]([C:8]2[N:9]=[C:10]([N:13]3[CH2:18][CH2:17][N:16]([CH3:19])[CH2:15][CH2:14]3)[S:11][CH:12]=2)=[C:6]([F:20])[CH:5]=[CH:4][C:3]=1[NH:21][S:22]([C:25]1[CH:30]=[C:29]([F:31])[CH:28]=[CH:27][C:26]=1[F:32])(=[O:24])=[O:23].[Br:33]N1C(=O)CCC1=O. Product: [Br:33][C:12]1[S:11][C:10]([N:13]2[CH2:18][CH2:17][N:16]([CH3:19])[CH2:15][CH2:14]2)=[N:9][C:8]=1[C:7]1[C:2]([F:1])=[C:3]([NH:21][S:22]([C:25]2[CH:30]=[C:29]([F:31])[CH:28]=[CH:27][C:26]=2[F:32])(=[O:23])=[O:24])[CH:4]=[CH:5][C:6]=1[F:20]. The catalyst class is: 2. (2) The catalyst class is: 420. Reactant: [OH:1][C:2]1[CH:10]=[C:9]2[C:5]([CH2:6][CH2:7][CH2:8]2)=[CH:4][C:3]=1[C:11](=[O:13])[CH3:12].Cl[C:15]1[C:24]2[C:19](=[CH:20][C:21]([O:27][CH3:28])=[C:22]([O:25][CH3:26])[CH:23]=2)[N:18]=[CH:17][CH:16]=1.O. Product: [CH3:26][O:25][C:22]1[CH:23]=[C:24]2[C:19](=[CH:20][C:21]=1[O:27][CH3:28])[N:18]=[CH:17][CH:16]=[C:15]2[O:1][C:2]1[CH:10]=[C:9]2[C:5]([CH2:6][CH2:7][CH2:8]2)=[CH:4][C:3]=1[C:11](=[O:13])[CH3:12].